From a dataset of Full USPTO retrosynthesis dataset with 1.9M reactions from patents (1976-2016). Predict the reactants needed to synthesize the given product. (1) Given the product [S:8]([C:5]1[CH:6]=[CH:7][C:2]([CH3:1])=[CH:3][CH:4]=1)([OH:11])(=[O:10])=[O:9].[S:19]([C:16]1[CH:17]=[CH:18][C:13]([CH3:12])=[CH:14][CH:15]=1)([OH:22])(=[O:21])=[O:20].[Cl:53][C:51]1[CH:52]=[C:47]([NH:46][C:42]2[C:40]3[C:39](=[CH:38][CH:37]=[C:36]([C:34]4[O:35][C:31]([CH2:30][NH:29][CH2:28][CH2:27][S:24]([CH3:23])(=[O:25])=[O:26])=[CH:32][CH:33]=4)[CH:41]=3)[N:45]=[CH:44][N:43]=2)[CH:48]=[CH:49][C:50]=1[O:54][CH2:55][C:56]1[CH:57]=[CH:58][CH:59]=[C:60]([F:62])[CH:61]=1, predict the reactants needed to synthesize it. The reactants are: [CH3:1][C:2]1[CH:3]=[CH:4][C:5]([S:8]([OH:11])(=[O:10])=[O:9])=[CH:6][CH:7]=1.[CH3:12][C:13]1[CH:14]=[CH:15][C:16]([S:19]([OH:22])(=[O:21])=[O:20])=[CH:17][CH:18]=1.[CH3:23][S:24]([CH2:27][CH2:28][NH:29][CH2:30][C:31]1[O:35][C:34]([C:36]2[CH:37]=[CH:38][C:39]3[N:45]=[CH:44][N:43]=[C:42]([NH:46][C:47]4[CH:48]=[CH:49][C:50]([O:54][CH2:55][C:56]5[CH:57]=[CH:58][CH:59]=[C:60]([F:62])[CH:61]=5)=[C:51]([Cl:53])[CH:52]=4)[C:40]=3[CH:41]=2)=[CH:33][CH:32]=1)(=[O:26])=[O:25].O. (2) Given the product [Br:1][C:2]1[CH:7]=[C:6]2[C:5](=[CH:4][C:3]=1[O:17][CH3:18])[NH:14][C:10](=[O:11])[CH:9]=[N:8]2, predict the reactants needed to synthesize it. The reactants are: [Br:1][C:2]1[C:3]([O:17][CH3:18])=[CH:4][C:5]([N+:14]([O-])=O)=[C:6]([NH:8][CH2:9][C:10](OC)=[O:11])[CH:7]=1.CC(O)=O. (3) Given the product [C:38]1([C:37]([NH:1][C:2]2[CH:7]=[CH:6][C:5]([C:8]3[O:12][C:11]([N:13]([CH2:21][CH2:22][CH2:23][N:24]4[CH2:25][CH2:26][CH2:27][CH2:28][CH2:29]4)[C:14](=[O:20])[O:15][C:16]([CH3:18])([CH3:19])[CH3:17])=[N:10][N:9]=3)=[CH:4][CH:3]=2)=[O:44])[CH:43]=[CH:42][CH:41]=[CH:40][CH:39]=1, predict the reactants needed to synthesize it. The reactants are: [NH2:1][C:2]1[CH:7]=[CH:6][C:5]([C:8]2[O:12][C:11]([N:13]([CH2:21][CH2:22][CH2:23][N:24]3[CH2:29][CH2:28][CH2:27][CH2:26][CH2:25]3)[C:14](=[O:20])[O:15][C:16]([CH3:19])([CH3:18])[CH3:17])=[N:10][N:9]=2)=[CH:4][CH:3]=1.C(N(CC)CC)C.[C:37](Cl)(=[O:44])[C:38]1[CH:43]=[CH:42][CH:41]=[CH:40][CH:39]=1. (4) The reactants are: [NH2:1][C:2]1[CH:11]=[CH:10][C:9]2[C:4](=[CH:5][CH:6]=[CH:7][CH:8]=2)[C:3]=1[C:12]1[C:21]2[C:16](=[CH:17][CH:18]=[CH:19][CH:20]=2)[CH:15]=[CH:14][C:13]=1[P:22]([C:29]1[CH:34]=[CH:33][CH:32]=[CH:31][CH:30]=1)[C:23]1[CH:28]=[CH:27][CH:26]=[CH:25][CH:24]=1.N1C=CC=CC=1.Cl[C:42]([O:44][CH3:45])=[O:43].[Cl-].[NH4+]. Given the product [CH3:45][O:44][C:42]([NH:1][C:2]1[CH:11]=[CH:10][C:9]2[C:4](=[CH:5][CH:6]=[CH:7][CH:8]=2)[C:3]=1[C:12]1[C:21]2[C:16](=[CH:17][CH:18]=[CH:19][CH:20]=2)[CH:15]=[CH:14][C:13]=1[P:22]([C:29]1[CH:30]=[CH:31][CH:32]=[CH:33][CH:34]=1)[C:23]1[CH:24]=[CH:25][CH:26]=[CH:27][CH:28]=1)=[O:43], predict the reactants needed to synthesize it. (5) Given the product [CH3:1][O:2][C:3]1[C:12]([N+:13]([O-:15])=[O:14])=[C:11]2[C:6]([CH:7]=[CH:8][CH:9]=[N:10]2)=[CH:5][CH:4]=1, predict the reactants needed to synthesize it. The reactants are: [CH3:1][O:2][C:3]1[CH:12]=[C:11]2[C:6]([CH:7]=[CH:8][CH:9]=[N:10]2)=[CH:5][CH:4]=1.[N+:13]([O-])([O-:15])=[O:14].[K+].OS(O)(=O)=O. (6) Given the product [O:34]=[C:30]1[CH2:31][CH2:32][CH2:33][N:29]1[C:26]1[CH:27]=[CH:28][C:23]([O:1][CH2:2][CH2:3][N:4]([CH2:17][C:18]([F:19])([F:20])[F:21])[C:5]2[CH:12]=[CH:11][C:8]([C:9]#[N:10])=[C:7]([C:13]([F:15])([F:16])[F:14])[CH:6]=2)=[CH:24][CH:25]=1, predict the reactants needed to synthesize it. The reactants are: [OH:1][CH2:2][CH2:3][N:4]([CH2:17][C:18]([F:21])([F:20])[F:19])[C:5]1[CH:12]=[CH:11][C:8]([C:9]#[N:10])=[C:7]([C:13]([F:16])([F:15])[F:14])[CH:6]=1.O[C:23]1[CH:28]=[CH:27][C:26]([N:29]2[CH2:33][CH2:32][CH2:31][C:30]2=[O:34])=[CH:25][CH:24]=1. (7) Given the product [Cl:1][C:2]1[CH:3]=[C:4]([N:10]2[C:14]([CH3:15])=[C:13]([O:16][C:17]3[CH:25]=[CH:24][C:20]([C:21]([NH:27][CH2:28][C:29]([OH:31])([CH3:32])[CH3:30])=[O:22])=[CH:19][CH:18]=3)[C:12]([CH3:26])=[N:11]2)[CH:5]=[CH:6][C:7]=1[C:8]#[N:9], predict the reactants needed to synthesize it. The reactants are: [Cl:1][C:2]1[CH:3]=[C:4]([N:10]2[C:14]([CH3:15])=[C:13]([O:16][C:17]3[CH:25]=[CH:24][C:20]([C:21](O)=[O:22])=[CH:19][CH:18]=3)[C:12]([CH3:26])=[N:11]2)[CH:5]=[CH:6][C:7]=1[C:8]#[N:9].[NH2:27][CH2:28][C:29]([CH3:32])([OH:31])[CH3:30].